From a dataset of Catalyst prediction with 721,799 reactions and 888 catalyst types from USPTO. Predict which catalyst facilitates the given reaction. (1) Reactant: [NH2:1][C:2]1[CH:10]=[C:9]([O:11][CH:12]([CH3:14])[CH3:13])[CH:8]=[C:7]([O:15][CH:16]([CH3:18])[CH3:17])[C:3]=1[C:4]([NH2:6])=[O:5].[OH:19][CH2:20][CH2:21][O:22][C:23]1[C:30]([CH3:31])=[CH:29][C:26]([CH:27]=O)=[CH:25][C:24]=1[CH3:32].S(=O)(O)[O-].[Na+].C1(C)C=CC(S(O)(=O)=O)=CC=1. Product: [OH:19][CH2:20][CH2:21][O:22][C:23]1[C:30]([CH3:31])=[CH:29][C:26]([C:27]2[NH:6][C:4](=[O:5])[C:3]3[C:2](=[CH:10][C:9]([O:11][CH:12]([CH3:13])[CH3:14])=[CH:8][C:7]=3[O:15][CH:16]([CH3:18])[CH3:17])[N:1]=2)=[CH:25][C:24]=1[CH3:32]. The catalyst class is: 44. (2) Reactant: [CH3:1][O:2][C:3]1[N:13]=[CH:12][C:11]2[S:10][CH2:9][CH2:8][N:7]([CH2:14][C:15]3[CH:24]=[CH:23][CH:22]=[CH:21][C:16]=3[C:17]([O:19]C)=[O:18])[CH2:6][C:5]=2[CH:4]=1.CO.C1COCC1.[OH-].[Li+]. Product: [CH3:1][O:2][C:3]1[N:13]=[CH:12][C:11]2[S:10][CH2:9][CH2:8][N:7]([CH2:14][C:15]3[CH:24]=[CH:23][CH:22]=[CH:21][C:16]=3[C:17]([OH:19])=[O:18])[CH2:6][C:5]=2[CH:4]=1. The catalyst class is: 6.